This data is from Full USPTO retrosynthesis dataset with 1.9M reactions from patents (1976-2016). The task is: Predict the reactants needed to synthesize the given product. (1) Given the product [Cl:1][C:2]1[CH:7]=[CH:6][CH:5]=[C:4]([CH2:8][O:11][CH3:10])[N:3]=1, predict the reactants needed to synthesize it. The reactants are: [Cl:1][C:2]1[CH:7]=[CH:6][CH:5]=[C:4]([CH2:8]Cl)[N:3]=1.[CH3:10][O-:11].[Na+]. (2) Given the product [NH2:35][C:30]1[CH:31]=[CH:32][CH:33]=[CH:34][C:29]=1[NH:28][C:26](=[O:27])[C:25]1[CH:24]=[CH:23][C:22]([CH2:21][N:20]2[CH2:46][C:45](=[CH2:44])[C:13]3[C:12](=[CH:17][CH:16]=[CH:15][CH:14]=3)[CH:11]2[CH2:10][C:9]([NH:8][C:3]2[CH:4]=[CH:5][CH:6]=[CH:7][C:2]=2[NH2:1])=[O:19])=[CH:37][CH:36]=1, predict the reactants needed to synthesize it. The reactants are: [NH2:1][C:2]1[CH:7]=[CH:6][CH:5]=[CH:4][C:3]=1[NH:8][C:9](=[O:19])/[CH:10]=[CH:11]/[C:12]1[CH:17]=[CH:16][CH:15]=[CH:14][C:13]=1I.[NH2:20][CH2:21][C:22]1[CH:37]=[CH:36][C:25]([C:26]([NH:28][C:29]2[CH:34]=[CH:33][CH:32]=[CH:31][C:30]=2[NH2:35])=[O:27])=[CH:24][CH:23]=1.C([O-])([O-])=O.[K+].[K+].[CH2:44]=[C:45]=[CH2:46]. (3) Given the product [CH3:1][N:2]([CH2:3][CH2:4][N:5]1[C:14]2[C:9](=[CH:10][C:11]([N+:15]([O-:17])=[O:16])=[CH:12][CH:13]=2)[CH2:8][CH2:7][C:6]1=[O:18])[C:21](=[O:22])[O:23][C:24]1[CH:29]=[CH:28][CH:27]=[CH:26][CH:25]=1, predict the reactants needed to synthesize it. The reactants are: [CH3:1][N:2](C)[CH2:3][CH2:4][N:5]1[C:14]2[C:9](=[CH:10][C:11]([N+:15]([O-:17])=[O:16])=[CH:12][CH:13]=2)[CH2:8][CH2:7][C:6]1=[O:18].Cl[C:21]([O:23][C:24]1[CH:29]=[CH:28][CH:27]=[CH:26][CH:25]=1)=[O:22].